From a dataset of Forward reaction prediction with 1.9M reactions from USPTO patents (1976-2016). Predict the product of the given reaction. (1) Given the reactants [C:1]([C:3]1[CH:8]=[CH:7][C:6]([CH:9]2[C:18]3[C:17](=[O:19])[NH:16][CH:15]=[CH:14][C:13]=3[NH:12][C:11]([CH3:20])=[C:10]2[C:21]([O:23][CH2:24][CH2:25][C:26]#[N:27])=[O:22])=[C:5]([O:28][CH3:29])[CH:4]=1)#[N:2].C(OCC)(OCC)O[CH2:32][CH3:33], predict the reaction product. The product is: [C:1]([C:3]1[CH:8]=[CH:7][C:6]([CH:9]2[C:18]3[C:13](=[CH:14][CH:15]=[N:16][C:17]=3[O:19][CH2:32][CH3:33])[NH:12][C:11]([CH3:20])=[C:10]2[C:21]([O:23][CH2:24][CH2:25][C:26]#[N:27])=[O:22])=[C:5]([O:28][CH3:29])[CH:4]=1)#[N:2]. (2) The product is: [N:26]1[CH:27]=[CH:28][CH:29]=[CH:30][C:25]=1[C:2]1[CH:3]=[C:4]([CH:17]=[CH:18][CH:19]=1)[CH2:5][N:6]1[CH2:10][C:9]2([CH2:15][CH2:14][CH2:13][CH2:12][CH2:11]2)[O:8][C:7]1=[O:16]. Given the reactants I[C:2]1[CH:3]=[C:4]([CH:17]=[CH:18][CH:19]=1)[CH2:5][N:6]1[CH2:10][C:9]2([CH2:15][CH2:14][CH2:13][CH2:12][CH2:11]2)[O:8][C:7]1=[O:16].C([Sn](CCCC)(CCCC)[C:25]1[CH:30]=[CH:29][CH:28]=[CH:27][N:26]=1)CCC, predict the reaction product. (3) Given the reactants [F:1][C:2]1[CH:3]=[CH:4][C:5](B2OC(C)(C)C(C)(C)O2)=[C:6]2[C:10]=1[C@H:9]([O:11][C:12]1[CH:25]=[CH:24][C:15]3[C@H:16]([CH2:19][C:20]([O:22][CH3:23])=[O:21])[CH2:17][O:18][C:14]=3[CH:13]=1)[CH2:8][CH2:7]2.Br[C:36]1[C:48]([CH3:49])=[CH:47][C:39]([O:40][CH2:41][CH2:42][C:43]([CH3:46])([OH:45])[CH3:44])=[CH:38][C:37]=1[CH3:50], predict the reaction product. The product is: [F:1][C:2]1[CH:3]=[CH:4][C:5]([C:36]2[C:48]([CH3:49])=[CH:47][C:39]([O:40][CH2:41][CH2:42][C:43]([OH:45])([CH3:44])[CH3:46])=[CH:38][C:37]=2[CH3:50])=[C:6]2[C:10]=1[C@H:9]([O:11][C:12]1[CH:25]=[CH:24][C:15]3[C@H:16]([CH2:19][C:20]([O:22][CH3:23])=[O:21])[CH2:17][O:18][C:14]=3[CH:13]=1)[CH2:8][CH2:7]2. (4) Given the reactants [Br:1][C:2]1[N:7]=[CH:6][C:5]([CH:8]=[O:9])=[CH:4][CH:3]=1.[CH2:10]([Mg]Cl)[CH3:11], predict the reaction product. The product is: [Br:1][C:2]1[N:7]=[CH:6][C:5]([CH:8]([OH:9])[CH2:10][CH3:11])=[CH:4][CH:3]=1. (5) Given the reactants [Cl:1][C:2]1[CH:3]=[C:4]([CH:8]=[CH:9][C:10]=1[NH:11][C:12]1[CH2:17][CH2:16][CH2:15][C:14](=[O:18])[C:13]=1[CH3:19])[C:5]([OH:7])=O.[NH2:20][C:21]1[C:22]([CH3:27])=[CH:23][CH:24]=[CH:25][CH:26]=1, predict the reaction product. The product is: [Cl:1][C:2]1[CH:3]=[C:4]([CH:8]=[CH:9][C:10]=1[NH:11][C:12]1[CH2:17][CH2:16][CH2:15][C:14](=[O:18])[C:13]=1[CH3:19])[C:5]([NH:20][C:21]1[CH:26]=[CH:25][CH:24]=[CH:23][C:22]=1[CH3:27])=[O:7]. (6) Given the reactants C(OC(=O)[NH:7][C:8]1([C:12]2[CH:17]=[CH:16][C:15]([C:18]3[C:31]([C:32]4[CH:37]=[CH:36][CH:35]=[CH:34][CH:33]=4)=[CH:30][N:21]4[N:22]=[C:23]5[C:28]([CH:27]=[C:26]([F:29])[CH:25]=[CH:24]5)=[C:20]4[N:19]=3)=[CH:14][CH:13]=2)[CH2:11][CH2:10][CH2:9]1)(C)(C)C.Cl, predict the reaction product. The product is: [F:29][C:26]1[CH:25]=[CH:24][C:23]2[C:28](=[C:20]3[N:19]=[C:18]([C:15]4[CH:14]=[CH:13][C:12]([C:8]5([NH2:7])[CH2:9][CH2:10][CH2:11]5)=[CH:17][CH:16]=4)[C:31]([C:32]4[CH:33]=[CH:34][CH:35]=[CH:36][CH:37]=4)=[CH:30][N:21]3[N:22]=2)[CH:27]=1. (7) Given the reactants I[CH2:2][C@@H:3]([CH3:16])[CH2:4][N:5]1[C:10]2[CH:11]=[CH:12][CH:13]=[CH:14][C:9]=2[O:8][CH2:7][C:6]1=[O:15].[CH2:17]([CH:21]1[CH2:27][CH:26]2[NH:28][CH:23]([CH2:24][CH2:25]2)[CH2:22]1)[CH2:18][CH2:19][CH3:20], predict the reaction product. The product is: [CH2:17]([CH:21]1[CH2:22][CH:23]2[N:28]([CH2:2][C@@H:3]([CH3:16])[CH2:4][N:5]3[C:10]4[CH:11]=[CH:12][CH:13]=[CH:14][C:9]=4[O:8][CH2:7][C:6]3=[O:15])[CH:26]([CH2:25][CH2:24]2)[CH2:27]1)[CH2:18][CH2:19][CH3:20].